From a dataset of Peptide-MHC class I binding affinity with 185,985 pairs from IEDB/IMGT. Regression. Given a peptide amino acid sequence and an MHC pseudo amino acid sequence, predict their binding affinity value. This is MHC class I binding data. (1) The peptide sequence is SGPKTNII. The MHC is Mamu-A01 with pseudo-sequence Mamu-A01. The binding affinity (normalized) is 0.284. (2) The peptide sequence is DPRRCMKPV. The MHC is HLA-B07:02 with pseudo-sequence HLA-B07:02. The binding affinity (normalized) is 0.543. (3) The peptide sequence is VIEYAKSISK. The MHC is HLA-A33:01 with pseudo-sequence HLA-A33:01. The binding affinity (normalized) is 0.0971. (4) The peptide sequence is SIVCIVAAV. The MHC is HLA-A02:03 with pseudo-sequence HLA-A02:03. The binding affinity (normalized) is 0.904. (5) The peptide sequence is MEAQLVRQM. The MHC is HLA-B44:03 with pseudo-sequence HLA-B44:03. The binding affinity (normalized) is 0.555.